This data is from Forward reaction prediction with 1.9M reactions from USPTO patents (1976-2016). The task is: Predict the product of the given reaction. The product is: [Br:5][C:6]1[CH:7]=[C:8]2[C:13](=[CH:14][CH:15]=1)[CH:12]=[C:11]([S:16]([Cl:3])(=[O:19])=[O:17])[CH:10]=[CH:9]2. Given the reactants S(Cl)([Cl:3])=O.[Br:5][C:6]1[CH:7]=[C:8]2[C:13](=[CH:14][CH:15]=1)[CH:12]=[C:11]([S:16]([OH:19])(=O)=[O:17])[CH:10]=[CH:9]2, predict the reaction product.